This data is from Forward reaction prediction with 1.9M reactions from USPTO patents (1976-2016). The task is: Predict the product of the given reaction. (1) Given the reactants [CH3:1][C:2]1[CH:3]=[C:4]([N:9]([CH2:24][CH2:25][C:26]2[CH:31]=[CH:30][C:29]([CH3:32])=[CH:28][CH:27]=2)[C:10]([CH:12](OS(C)(=O)=O)[C:13]2[CH:18]=[CH:17][CH:16]=[CH:15][CH:14]=2)=[O:11])[CH:5]=[CH:6][C:7]=1[CH3:8].[CH:33]([NH2:36])([CH3:35])[CH3:34], predict the reaction product. The product is: [CH3:1][C:2]1[CH:3]=[C:4]([N:9]([CH2:24][CH2:25][C:26]2[CH:31]=[CH:30][C:29]([CH3:32])=[CH:28][CH:27]=2)[C:10](=[O:11])[CH:12]([NH:36][CH:33]([CH3:35])[CH3:34])[C:13]2[CH:18]=[CH:17][CH:16]=[CH:15][CH:14]=2)[CH:5]=[CH:6][C:7]=1[CH3:8]. (2) Given the reactants C(=O)([O-])[O-].[Cs+].[Cs+].[F:7][C:8]1[CH:9]=[C:10]([CH:12]=[CH:13][C:14]=1[O:15][C:16]1[CH:21]=[CH:20][N:19]=[C:18]2[CH:22]=[C:23](I)[S:24][C:17]=12)[NH2:11].[C:26]1(B(O)O)[CH:31]=[CH:30][CH:29]=[CH:28][CH:27]=1.C1(C)C=CC=CC=1, predict the reaction product. The product is: [F:7][C:8]1[CH:9]=[C:10]([NH2:11])[CH:12]=[CH:13][C:14]=1[O:15][C:16]1[CH:21]=[CH:20][N:19]=[C:18]2[CH:22]=[C:23]([C:26]3[CH:31]=[CH:30][CH:29]=[CH:28][CH:27]=3)[S:24][C:17]=12. (3) Given the reactants [NH2:1][C@@H:2]([CH2:12][S:13][C:14]1[CH:19]=[CH:18][CH:17]=[CH:16][CH:15]=1)[CH2:3][C:4]([N:6]1[CH2:11][CH2:10][O:9][CH2:8][CH2:7]1)=[O:5].CCN(C(C)C)C(C)C.F[C:30]1[CH:35]=[CH:34][C:33]([S:36]([NH2:39])(=[O:38])=[O:37])=[CH:32][C:31]=1[N+:40]([O-:42])=[O:41], predict the reaction product. The product is: [O:9]1[CH2:10][CH2:11][N:6]([C:4](=[O:5])[CH2:3][C@@H:2]([NH:1][C:30]2[CH:35]=[CH:34][C:33]([S:36]([NH2:39])(=[O:38])=[O:37])=[CH:32][C:31]=2[N+:40]([O-:42])=[O:41])[CH2:12][S:13][C:14]2[CH:19]=[CH:18][CH:17]=[CH:16][CH:15]=2)[CH2:7][CH2:8]1. (4) Given the reactants [C:1]1([C:7]2[N:12]=[C:11]([NH:13]C(=O)OC(C)(C)C)[CH:10]=[C:9]([C:21]3[CH:26]=[CH:25][CH:24]=[CH:23][CH:22]=3)[N:8]=2)[CH:6]=[CH:5][CH:4]=[CH:3][CH:2]=1.FC(F)(F)C(O)=O, predict the reaction product. The product is: [C:1]1([C:7]2[N:12]=[C:11]([NH2:13])[CH:10]=[C:9]([C:21]3[CH:22]=[CH:23][CH:24]=[CH:25][CH:26]=3)[N:8]=2)[CH:6]=[CH:5][CH:4]=[CH:3][CH:2]=1.